This data is from Full USPTO retrosynthesis dataset with 1.9M reactions from patents (1976-2016). The task is: Predict the reactants needed to synthesize the given product. (1) Given the product [CH3:1][C:2]1([CH3:17])[O:7][C:6]2[C:8]([CH3:16])=[CH:9][C:10]([C:12]([OH:14])=[O:13])=[CH:11][C:5]=2[CH2:4][O:3]1, predict the reactants needed to synthesize it. The reactants are: [CH3:1][C:2]1([CH3:17])[O:7][C:6]2[C:8]([CH3:16])=[CH:9][C:10]([C:12]([O:14]C)=[O:13])=[CH:11][C:5]=2[CH2:4][O:3]1.[OH-].[Li+].C(OCC)(=O)C. (2) Given the product [F:16][C:13]1[CH:14]=[CH:15][C:10]([C:8](=[N:7][O:6][CH2:5][C:4]([OH:17])=[O:3])[CH3:9])=[CH:11][CH:12]=1, predict the reactants needed to synthesize it. The reactants are: C([O:3][C:4](=[O:17])[CH2:5][O:6][N:7]=[C:8]([C:10]1[CH:15]=[CH:14][C:13]([F:16])=[CH:12][CH:11]=1)[CH3:9])C.O.[OH-].[Li+]. (3) Given the product [NH2:17][C:16]1[C:18]([CH3:20])=[CH:19][C:13]([CH:30]([CH:27]2[CH2:29][CH2:28]2)[OH:31])=[CH:14][C:15]=1[CH3:21], predict the reactants needed to synthesize it. The reactants are: CN(C=O)C.C(Cl)(=O)C(Cl)=O.Br[C:13]1[CH:19]=[C:18]([CH3:20])[C:16]([NH2:17])=[C:15]([CH3:21])[CH:14]=1.C([Li])CCC.[CH:27]1([CH:30]=[O:31])[CH2:29][CH2:28]1.O.[OH-].[Li+].C(CN)O.Cl.